From a dataset of Reaction yield outcomes from USPTO patents with 853,638 reactions. Predict the reaction yield, written as a fraction of the theoretical maximum amount of product (1.0 means a 100% yield; for example, 0.34 means a 34% yield). (1) The reactants are [C:1]([O:5][C:6]([N:8]1[C:12]([CH3:13])=[CH:11][CH:10]=[N:9]1)=[O:7])([CH3:4])([CH3:3])[CH3:2].C1C(=O)N([Br:21])C(=O)C1.C(OOC(=O)C1C=CC=CC=1)(=O)C1C=CC=CC=1. The catalyst is C(Cl)(Cl)(Cl)Cl. The product is [C:1]([O:5][C:6]([N:8]1[C:12]([CH2:13][Br:21])=[CH:11][CH:10]=[N:9]1)=[O:7])([CH3:4])([CH3:3])[CH3:2]. The yield is 0.520. (2) The catalyst is C(O)C.O. The product is [N:35]([C@@H:22]1[CH2:23][C@H:20]([N:18]2[CH:19]=[C:15]([NH:14][C:12](=[O:13])[CH2:11][C:1]3[C:10]4[C:5](=[CH:6][CH:7]=[CH:8][CH:9]=4)[CH:4]=[CH:3][CH:2]=3)[N:16]=[CH:17]2)[CH2:21]1)=[N+:36]=[N-:37]. The reactants are [C:1]1([CH2:11][C:12]([NH:14][C:15]2[N:16]=[CH:17][N:18]([C@H:20]3[CH2:23][C@H:22](OS(C4C=CC(C)=CC=4)(=O)=O)[CH2:21]3)[CH:19]=2)=[O:13])[C:10]2[C:5](=[CH:6][CH:7]=[CH:8][CH:9]=2)[CH:4]=[CH:3][CH:2]=1.[N-:35]=[N+:36]=[N-:37].[Na+].C(Cl)(Cl)Cl. The yield is 0.790. (3) The reactants are [Cl:1][C:2]1[C:3]2[C:7]([CH:8]=[CH:9][CH:10]=1)=[N:6][N:5]1[C:11]([CH:16]3[CH2:21][CH2:20][N:19](C(OC(C)(C)C)=O)[CH:18]([CH3:29])[CH2:17]3)=[CH:12][C:13](=[O:15])[NH:14][C:4]=21.Cl. The catalyst is CO.O1CCOCC1. The product is [ClH:1].[Cl:1][C:2]1[C:3]2[C:7]([CH:8]=[CH:9][CH:10]=1)=[N:6][N:5]1[C:11]([C@@H:16]3[CH2:21][CH2:20][NH:19][C@@H:18]([CH3:29])[CH2:17]3)=[CH:12][C:13](=[O:15])[NH:14][C:4]=21. The yield is 0.770.